Dataset: Catalyst prediction with 721,799 reactions and 888 catalyst types from USPTO. Task: Predict which catalyst facilitates the given reaction. (1) Reactant: [Br:1][CH2:2][CH2:3][CH2:4][CH2:5][C:6](Cl)=[O:7].[I:9][C:10]1[CH:16]=[CH:15][C:13]([NH2:14])=[CH:12][CH:11]=1.CCN(C(C)C)C(C)C. Product: [Br:1][CH2:2][CH2:3][CH2:4][CH2:5][C:6]([NH:14][C:13]1[CH:15]=[CH:16][C:10]([I:9])=[CH:11][CH:12]=1)=[O:7]. The catalyst class is: 2. (2) Reactant: [OH:1][CH2:2][C:3]([CH3:20])([CH3:19])[CH2:4][NH:5][C:6]1[CH:11]=[CH:10][C:9]([S:12]([NH2:15])(=[O:14])=[O:13])=[CH:8][C:7]=1[N+:16]([O-:18])=[O:17].C(N(C(C)C)[P:25]([O:31][C:32]([CH3:35])([CH3:34])[CH3:33])[O:26][C:27]([CH3:30])([CH3:29])[CH3:28])(C)C.N1C=NN=N1.OO.S(=O)(=O)(O)[O-:47].[Na+]. Product: [P:25]([O:1][CH2:2][C:3]([CH3:20])([CH3:19])[CH2:4][NH:5][C:6]1[CH:11]=[CH:10][C:9]([S:12](=[O:13])(=[O:14])[NH2:15])=[CH:8][C:7]=1[N+:16]([O-:18])=[O:17])([O:26][C:27]([CH3:28])([CH3:29])[CH3:30])([O:31][C:32]([CH3:33])([CH3:34])[CH3:35])=[O:47]. The catalyst class is: 7. (3) The catalyst class is: 364. Reactant: [C:1]([NH:4][C:5]1[CH:10]=[CH:9][C:8]([O:11][C:12](=[O:27])/[CH:13]=[CH:14]/[C:15]2[CH:20]=[CH:19][C:18]([O:21]C(=O)C)=[C:17]([O:25][CH3:26])[CH:16]=2)=[CH:7][CH:6]=1)(=[O:3])[CH3:2].C(=O)([O-])[O-].[K+].[K+]. Product: [C:1]([NH:4][C:5]1[CH:10]=[CH:9][C:8]([O:11][C:12](=[O:27])/[CH:13]=[CH:14]/[C:15]2[CH:20]=[CH:19][C:18]([OH:21])=[C:17]([O:25][CH3:26])[CH:16]=2)=[CH:7][CH:6]=1)(=[O:3])[CH3:2]. (4) Reactant: Cl[CH2:2][C:3]([NH:5][C:6]1[CH:7]=[N:8][C:9]([O:12][C:13]2[CH:14]=[C:15]3[C:20](=[CH:21][CH:22]=2)[O:19][CH:18]([C:23]2[CH:28]=[CH:27][CH:26]=[CH:25][CH:24]=2)[CH2:17][CH2:16]3)=[CH:10][CH:11]=1)=[O:4].C(=O)([O-])[O-].[K+].[K+].[CH2:35]([NH:37][CH2:38][CH3:39])[CH3:36].O. Product: [CH2:35]([N:37]([CH2:38][CH3:39])[CH2:2][C:3]([NH:5][C:6]1[CH:7]=[N:8][C:9]([O:12][C:13]2[CH:14]=[C:15]3[C:20](=[CH:21][CH:22]=2)[O:19][CH:18]([C:23]2[CH:28]=[CH:27][CH:26]=[CH:25][CH:24]=2)[CH2:17][CH2:16]3)=[CH:10][CH:11]=1)=[O:4])[CH3:36]. The catalyst class is: 10. (5) Reactant: Br.Br[CH:3]1[CH2:8][CH2:7][NH:6][CH2:5][CH2:4]1.C(N(CC)CC)C.[C:16](O[C:16]([O:18][C:19]([CH3:22])([CH3:21])[CH3:20])=[O:17])([O:18][C:19]([CH3:22])([CH3:21])[CH3:20])=[O:17]. Product: [C:16]([N:6]1[CH2:7][CH2:8][CH2:3][CH2:4][CH2:5]1)([O:18][C:19]([CH3:22])([CH3:21])[CH3:20])=[O:17]. The catalyst class is: 7.